From a dataset of TCR-epitope binding with 47,182 pairs between 192 epitopes and 23,139 TCRs. Binary Classification. Given a T-cell receptor sequence (or CDR3 region) and an epitope sequence, predict whether binding occurs between them. (1) Result: 0 (the TCR does not bind to the epitope). The epitope is FLYALALLL. The TCR CDR3 sequence is CASTPSSAAYNSPLHF. (2) The epitope is LEPLVDLPI. The TCR CDR3 sequence is CASSLMAGGPTDTQYF. Result: 1 (the TCR binds to the epitope). (3) The epitope is NLWNTFTRL. The TCR CDR3 sequence is CASRDYYEQYF. Result: 1 (the TCR binds to the epitope). (4) The epitope is GTHWFVTQR. The TCR CDR3 sequence is CASSVDALSSYEQYF. Result: 0 (the TCR does not bind to the epitope).